From a dataset of Reaction yield outcomes from USPTO patents with 853,638 reactions. Predict the reaction yield, written as a fraction of the theoretical maximum amount of product (1.0 means a 100% yield; for example, 0.34 means a 34% yield). (1) The catalyst is CN(C=O)C. The product is [C:18]([O:22][C:23]([N:25]1[CH2:29][CH2:28][CH2:27][C@@H:26]1[CH2:30][O:13][C:10]1[CH:11]=[CH:12][C:7]([O:6][C:5]2[CH:14]=[CH:15][C:2]([F:1])=[CH:3][CH:4]=2)=[CH:8][CH:9]=1)=[O:24])([CH3:21])([CH3:19])[CH3:20]. The yield is 0.740. The reactants are [F:1][C:2]1[CH:15]=[CH:14][C:5]([O:6][C:7]2[CH:12]=[CH:11][C:10]([OH:13])=[CH:9][CH:8]=2)=[CH:4][CH:3]=1.[H-].[Na+].[C:18]([O:22][C:23]([N:25]1[CH2:29][CH2:28][CH2:27][C@@H:26]1[CH2:30]OS(C1C=CC(C)=CC=1)(=O)=O)=[O:24])([CH3:21])([CH3:20])[CH3:19]. (2) The catalyst is CS(C)=O. The product is [CH3:1][C:2]1([CH3:9])[O:6][C@H:5]([CH2:7][O:8][C:13]2[CH:18]=[CH:17][N+:16]([O-:19])=[C:15]([CH3:20])[C:14]=2[CH3:21])[CH2:4][O:3]1. The reactants are [CH3:1][C:2]1([CH3:9])[O:6][C@H:5]([CH2:7][OH:8])[CH2:4][O:3]1.[H-].[Na+].Cl[C:13]1[CH:18]=[CH:17][N+:16]([O-:19])=[C:15]([CH3:20])[C:14]=1[CH3:21]. The yield is 1.36. (3) The reactants are [NH2:1][C:2]1[CH:3]=[C:4]([C:8]2[C:16]([C:17]3[CH:22]=[CH:21][N:20]=[C:19]([NH:23][C:24]4[CH:29]=[CH:28][C:27]([Cl:30])=[C:26]([O:31][CH2:32][CH2:33][N:34]([CH3:36])[CH3:35])[CH:25]=4)[N:18]=3)=[C:11]3[CH:12]=[CH:13][CH:14]=[CH:15][N:10]3[N:9]=2)[CH:5]=[CH:6][CH:7]=1.[S:37]1[CH:41]=[CH:40][CH:39]=[C:38]1[CH2:42][C:43](Cl)=[O:44]. No catalyst specified. The product is [Cl:30][C:27]1[CH:28]=[CH:29][C:24]([NH:23][C:19]2[N:18]=[C:17]([C:16]3[C:8]([C:4]4[CH:3]=[C:2]([NH:1][C:43](=[O:44])[CH2:42][C:38]5[S:37][CH:41]=[CH:40][CH:39]=5)[CH:7]=[CH:6][CH:5]=4)=[N:9][N:10]4[CH:15]=[CH:14][CH:13]=[CH:12][C:11]=34)[CH:22]=[CH:21][N:20]=2)=[CH:25][C:26]=1[O:31][CH2:32][CH2:33][N:34]([CH3:36])[CH3:35]. The yield is 0.700. (4) The reactants are Cl[C:2]1[N:7]=[C:6]([C:8]2[N:12]3[CH:13]=[CH:14][CH:15]=[CH:16][C:11]3=[N:10][C:9]=2[C:17]2[CH:18]=[C:19]([CH:31]=[CH:32][CH:33]=2)[C:20]([NH:22][C:23]2[C:28]([F:29])=[CH:27][CH:26]=[CH:25][C:24]=2[F:30])=[O:21])[CH:5]=[CH:4][N:3]=1.[CH3:34][C:35]1[C:36]([N:44]2[CH2:49][CH2:48][CH:47]([N:50]3[CH2:55][CH2:54][N:53]([S:56]([CH3:59])(=[O:58])=[O:57])[CH2:52][CH2:51]3)[CH2:46][CH2:45]2)=[CH:37][C:38]([O:42][CH3:43])=[C:39]([CH:41]=1)[NH2:40].C1(C)C=CC(S(O)(=O)=O)=CC=1. The catalyst is CC(O)C. The product is [F:30][C:24]1[CH:25]=[CH:26][CH:27]=[C:28]([F:29])[C:23]=1[NH:22][C:20](=[O:21])[C:19]1[CH:31]=[CH:32][CH:33]=[C:17]([C:9]2[N:10]=[C:11]3[CH:16]=[CH:15][CH:14]=[CH:13][N:12]3[C:8]=2[C:6]2[CH:5]=[CH:4][N:3]=[C:2]([NH:40][C:39]3[CH:41]=[C:35]([CH3:34])[C:36]([N:44]4[CH2:49][CH2:48][CH:47]([N:50]5[CH2:51][CH2:52][N:53]([S:56]([CH3:59])(=[O:58])=[O:57])[CH2:54][CH2:55]5)[CH2:46][CH2:45]4)=[CH:37][C:38]=3[O:42][CH3:43])[N:7]=2)[CH:18]=1. The yield is 0.350. (5) The reactants are C[O:2][C:3](=[O:32])[CH2:4][CH2:5][CH2:6][N:7]1[CH2:11][CH2:10][CH2:9][C@@H:8]1[CH2:12][O:13][C:14]1[CH:19]=[CH:18][C:17]([CH2:20][C:21]2[CH:26]=[CH:25][C:24]([C:27]3[CH:31]=[CH:30][S:29][CH:28]=3)=[CH:23][CH:22]=2)=[CH:16][CH:15]=1.O.[ClH:34]. No catalyst specified. The product is [ClH:34].[S:29]1[CH:30]=[CH:31][C:27]([C:24]2[CH:23]=[CH:22][C:21]([CH2:20][C:17]3[CH:18]=[CH:19][C:14]([O:13][CH2:12][C@H:8]4[CH2:9][CH2:10][CH2:11][N:7]4[CH2:6][CH2:5][CH2:4][C:3]([OH:32])=[O:2])=[CH:15][CH:16]=3)=[CH:26][CH:25]=2)=[CH:28]1. The yield is 0.750. (6) The catalyst is CN(C1C=CN=CC=1)C.ClCCl. The yield is 0.270. The product is [CH3:18][C:8]1[CH:13]=[CH:12][C:11]([S:14]([O:7][CH2:6][CH2:5][O:4][CH2:3][CH2:2][F:1])(=[O:16])=[O:15])=[CH:10][CH:9]=1. The reactants are [F:1][CH2:2][CH2:3][O:4][CH2:5][CH2:6][OH:7].[C:8]1([CH3:18])[CH:13]=[CH:12][C:11]([S:14](Cl)(=[O:16])=[O:15])=[CH:10][CH:9]=1. (7) The reactants are [S:1]1[C:5]2[CH:6]=[CH:7][CH:8]=[CH:9][C:4]=2[CH:3]=[C:2]1[C:10]1[N:11]=[C:12](Cl)[C:13]2[CH:19]=[CH:18][CH:17]=[N:16][C:14]=2[N:15]=1.[NH2:21][C:22]1[CH:23]=[C:24]2[C:28](=[CH:29][CH:30]=1)[NH:27][N:26]=[CH:25]2.C(=O)([O-])[O-].[K+].[K+]. The catalyst is O1CCOCC1. The product is [S:1]1[C:5]2[CH:6]=[CH:7][CH:8]=[CH:9][C:4]=2[CH:3]=[C:2]1[C:10]1[N:11]=[C:12]([NH:21][C:22]2[CH:23]=[C:24]3[C:28](=[CH:29][CH:30]=2)[NH:27][N:26]=[CH:25]3)[C:13]2[CH:19]=[CH:18][CH:17]=[N:16][C:14]=2[N:15]=1. The yield is 0.0400.